From a dataset of Forward reaction prediction with 1.9M reactions from USPTO patents (1976-2016). Predict the product of the given reaction. (1) Given the reactants C[O:2][C:3]1[C:4]([CH3:36])=[C:5]([C:27]([O:34]C)=[C:28]([O:32][CH3:33])[C:29]=1[O:30][CH3:31])[CH2:6][C:7]1[CH:20]=[CH:19][C:10]([C:11]([N:13]2[CH2:18][CH2:17][CH2:16][CH2:15][CH2:14]2)=[O:12])=[C:9]([C:21]2[CH:22]=[N:23][CH:24]=[CH:25][CH:26]=2)[CH:8]=1.O=[N+]([O-])[O-].[O-][N+](=O)[O-].[O-][N+](=O)[O-].[O-][N+](=O)[O-].[O-][N+](=O)[O-].[O-][N+](=O)[O-].[Ce+4].[NH4+].[NH4+], predict the reaction product. The product is: [CH3:31][O:30][C:29]1[C:3](=[O:2])[C:4]([CH3:36])=[C:5]([CH2:6][C:7]2[CH:20]=[CH:19][C:10]([C:11]([N:13]3[CH2:18][CH2:17][CH2:16][CH2:15][CH2:14]3)=[O:12])=[C:9]([C:21]3[CH:22]=[N:23][CH:24]=[CH:25][CH:26]=3)[CH:8]=2)[C:27](=[O:34])[C:28]=1[O:32][CH3:33]. (2) The product is: [Cl:3][C:4]1[C:5]([CH3:10])=[N:6][O:7][C:8]=1[NH:9][S:22]([C:14]1[C:15]2[C:16](=[N:17][CH:18]=[CH:19][CH:20]=2)[S:21][C:13]=1[CH2:11][CH3:12])(=[O:24])=[O:23]. Given the reactants [H-].[Na+].[Cl:3][C:4]1[C:5]([CH3:10])=[N:6][O:7][C:8]=1[NH2:9].[CH2:11]([C:13]1[S:21][C:16]2=[N:17][CH:18]=[CH:19][CH:20]=[C:15]2[C:14]=1[S:22](Cl)(=[O:24])=[O:23])[CH3:12], predict the reaction product. (3) Given the reactants [CH2:1]([O:3][C:4]([C:6]1([CH:10]([OH:32])[C:11]2[CH:12]=[N:13][C:14]([O:17][CH2:18][CH2:19][C:20]3[N:21]=[C:22]([C:26]4[CH:31]=[CH:30][CH:29]=[CH:28][CH:27]=4)[O:23][C:24]=3[CH3:25])=[CH:15][CH:16]=2)[CH2:9][CH2:8][CH2:7]1)=[O:5])[CH3:2].I[CH2:34][CH3:35], predict the reaction product. The product is: [CH2:1]([O:3][C:4]([C:6]1([CH:10]([O:32][CH2:34][CH3:35])[C:11]2[CH:12]=[N:13][C:14]([O:17][CH2:18][CH2:19][C:20]3[N:21]=[C:22]([C:26]4[CH:27]=[CH:28][CH:29]=[CH:30][CH:31]=4)[O:23][C:24]=3[CH3:25])=[CH:15][CH:16]=2)[CH2:9][CH2:8][CH2:7]1)=[O:5])[CH3:2]. (4) Given the reactants [CH2:1]([O:3][C:4]1[CH:5]=[C:6]([CH:28]=[C:29]([O:32][CH2:33][CH3:34])[C:30]=1I)[CH2:7][N:8]1[CH2:11][C:10]2([CH2:15][C:14]([N:16]3[CH2:21][CH2:20][C:19]([CH3:27])([C:22]([O:24]CC)=[O:23])[CH2:18][CH2:17]3)=[N:13][O:12]2)[CH2:9]1)[CH3:2].[CH3:35][O:36][C:37]1[CH:42]=[CH:41][CH:40]=[CH:39][C:38]=1B(O)O, predict the reaction product. The product is: [CH2:1]([O:3][C:4]1[CH:5]=[C:6]([CH2:7][N:8]2[CH2:11][C:10]3([CH2:15][C:14]([N:16]4[CH2:17][CH2:18][C:19]([CH3:27])([C:22]([OH:24])=[O:23])[CH2:20][CH2:21]4)=[N:13][O:12]3)[CH2:9]2)[CH:28]=[C:29]([O:32][CH2:33][CH3:34])[C:30]=1[C:38]1[CH:39]=[CH:40][CH:41]=[CH:42][C:37]=1[O:36][CH3:35])[CH3:2]. (5) The product is: [C:1]([O:5][C:6]([N:8]1[CH2:9][CH2:10][CH:11]([CH2:14][O:15][CH2:16][CH:17]([NH:25][C:36]([C:32]2[CH:31]=[C:30]3[C:35]([C:27]([Cl:26])=[CH:28][NH:29]3)=[CH:34][CH:33]=2)=[O:37])[C:18]2[CH:23]=[CH:22][CH:21]=[CH:20][C:19]=2[Cl:24])[CH2:12][CH2:13]1)=[O:7])([CH3:4])([CH3:2])[CH3:3]. Given the reactants [C:1]([O:5][C:6]([N:8]1[CH2:13][CH2:12][CH:11]([CH2:14][O:15][CH2:16][CH:17]([NH2:25])[C:18]2[CH:23]=[CH:22][CH:21]=[CH:20][C:19]=2[Cl:24])[CH2:10][CH2:9]1)=[O:7])([CH3:4])([CH3:3])[CH3:2].[Cl:26][C:27]1[C:35]2[C:30](=[CH:31][C:32]([C:36](O)=[O:37])=[CH:33][CH:34]=2)[NH:29][CH:28]=1, predict the reaction product.